This data is from NCI-60 drug combinations with 297,098 pairs across 59 cell lines. The task is: Regression. Given two drug SMILES strings and cell line genomic features, predict the synergy score measuring deviation from expected non-interaction effect. (1) Drug 1: CC1CCC2CC(C(=CC=CC=CC(CC(C(=O)C(C(C(=CC(C(=O)CC(OC(=O)C3CCCCN3C(=O)C(=O)C1(O2)O)C(C)CC4CCC(C(C4)OC)O)C)C)O)OC)C)C)C)OC. Drug 2: C1CN1C2=NC(=NC(=N2)N3CC3)N4CC4. Cell line: SNB-75. Synergy scores: CSS=13.8, Synergy_ZIP=-0.768, Synergy_Bliss=0.215, Synergy_Loewe=-0.139, Synergy_HSA=1.66. (2) Drug 1: CC1C(C(CC(O1)OC2CC(CC3=C2C(=C4C(=C3O)C(=O)C5=C(C4=O)C(=CC=C5)OC)O)(C(=O)CO)O)N)O.Cl. Drug 2: C1CCN(CC1)CCOC2=CC=C(C=C2)C(=O)C3=C(SC4=C3C=CC(=C4)O)C5=CC=C(C=C5)O. Cell line: 786-0. Synergy scores: CSS=0.832, Synergy_ZIP=5.30, Synergy_Bliss=0.276, Synergy_Loewe=-4.91, Synergy_HSA=-2.45. (3) Drug 1: C1=NC2=C(N=C(N=C2N1C3C(C(C(O3)CO)O)F)Cl)N. Drug 2: C1CN1C2=NC(=NC(=N2)N3CC3)N4CC4. Cell line: IGROV1. Synergy scores: CSS=20.6, Synergy_ZIP=-3.03, Synergy_Bliss=0.381, Synergy_Loewe=0.465, Synergy_HSA=1.17. (4) Drug 1: CC1=C2C(C(=O)C3(C(CC4C(C3C(C(C2(C)C)(CC1OC(=O)C(C(C5=CC=CC=C5)NC(=O)OC(C)(C)C)O)O)OC(=O)C6=CC=CC=C6)(CO4)OC(=O)C)OC)C)OC. Drug 2: CC(C)NC(=O)C1=CC=C(C=C1)CNNC.Cl. Cell line: 786-0. Synergy scores: CSS=48.3, Synergy_ZIP=8.10, Synergy_Bliss=7.85, Synergy_Loewe=-18.5, Synergy_HSA=7.30. (5) Drug 1: CC1C(C(CC(O1)OC2CC(CC3=C2C(=C4C(=C3O)C(=O)C5=C(C4=O)C(=CC=C5)OC)O)(C(=O)C)O)N)O.Cl. Drug 2: C1=CC(=CC=C1C#N)C(C2=CC=C(C=C2)C#N)N3C=NC=N3. Cell line: K-562. Synergy scores: CSS=21.5, Synergy_ZIP=-2.60, Synergy_Bliss=0.857, Synergy_Loewe=-28.5, Synergy_HSA=0.620.